Dataset: Forward reaction prediction with 1.9M reactions from USPTO patents (1976-2016). Task: Predict the product of the given reaction. (1) Given the reactants [F:1][C:2]1[CH:7]=[CH:6][C:5]([C:8]2[C:9]([C:22](OCC)=[O:23])=[C:10]3[N:14]([C:15]=2[C:16]2[CH:21]=[CH:20][N:19]=[CH:18][CH:17]=2)[CH2:13][CH2:12][CH2:11]3)=[CH:4][CH:3]=1, predict the reaction product. The product is: [F:1][C:2]1[CH:3]=[CH:4][C:5]([C:8]2[C:9]([CH2:22][OH:23])=[C:10]3[N:14]([C:15]=2[C:16]2[CH:17]=[CH:18][N:19]=[CH:20][CH:21]=2)[CH2:13][CH2:12][CH2:11]3)=[CH:6][CH:7]=1. (2) Given the reactants [C:1]([O:5][C:6]([N:8]([CH3:18])[C@@H:9]([C:14]([CH3:17])([CH3:16])[CH3:15])[C:10]([O:12]C)=[O:11])=[O:7])([CH3:4])([CH3:3])[CH3:2].[Li+].[OH-], predict the reaction product. The product is: [C:1]([O:5][C:6]([N:8]([CH3:18])[C@@H:9]([C:14]([CH3:17])([CH3:16])[CH3:15])[C:10]([OH:12])=[O:11])=[O:7])([CH3:4])([CH3:3])[CH3:2].